From a dataset of Reaction yield outcomes from USPTO patents with 853,638 reactions. Predict the reaction yield, written as a fraction of the theoretical maximum amount of product (1.0 means a 100% yield; for example, 0.34 means a 34% yield). (1) The reactants are [Cl-:1].[CH2:2]([P+](CCCC)(CCCC)CCCC)[C:3]1[CH:8]=[CH:7][CH:6]=[CH:5][CH:4]=1.[CH2:22](Cl)[C:23]1[CH:28]=[CH:27][CH:26]=[CH:25][CH:24]=1.[Cl:30][SiH2:31][Cl:32]. No catalyst specified. The product is [CH2:2]([SiH:31]([Cl:32])[Cl:30])[C:3]1[CH:8]=[CH:7][CH:6]=[CH:5][CH:4]=1.[CH2:22]([Si:31]([Cl:1])([Cl:32])[Cl:30])[C:23]1[CH:28]=[CH:27][CH:26]=[CH:25][CH:24]=1. The yield is 0.190. (2) The reactants are [N+:1]([C:4]1[C:5]([NH:23][CH2:24][C@H:25]2[CH2:30][CH2:29][C@H:28]([N:31]3[CH2:34][CH:33](O)[CH2:32]3)[CH2:27][CH2:26]2)=[N:6][C:7]([NH:10][CH2:11][C:12]2[CH:17]=[CH:16][CH:15]=[CH:14][C:13]=2[O:18][C:19]([F:22])([F:21])[F:20])=[N:8][CH:9]=1)([O-:3])=[O:2].C(N(S(F)(F)[F:42])CC)C.C([O-])(O)=O.[Na+]. The catalyst is C(Cl)Cl. The product is [F:42][CH:33]1[CH2:34][N:31]([C@H:28]2[CH2:27][CH2:26][C@H:25]([CH2:24][NH:23][C:5]3[C:4]([N+:1]([O-:3])=[O:2])=[CH:9][N:8]=[C:7]([NH:10][CH2:11][C:12]4[CH:17]=[CH:16][CH:15]=[CH:14][C:13]=4[O:18][C:19]([F:20])([F:21])[F:22])[N:6]=3)[CH2:30][CH2:29]2)[CH2:32]1. The yield is 0.260. (3) The reactants are Cl.[O:2]1[C:6]2[CH2:7][CH2:8][NH:9][CH2:10][CH2:11][C:5]=2[CH:4]=[CH:3]1.C([O-])(O)=O.[Na+].[C:17](O[C:17]([O:19][C:20]([CH3:23])([CH3:22])[CH3:21])=[O:18])([O:19][C:20]([CH3:23])([CH3:22])[CH3:21])=[O:18]. The catalyst is CC(C)=O.O. The product is [C:20]([O:19][C:17]([N:9]1[CH2:10][CH2:11][C:5]2[CH:4]=[CH:3][O:2][C:6]=2[CH2:7][CH2:8]1)=[O:18])([CH3:23])([CH3:22])[CH3:21]. The yield is 0.940. (4) The reactants are Br[C:2]([F:9])([F:8])[C:3]([O:5][CH2:6][CH3:7])=[O:4].BrC(Br)C.[CH:14]12[CH2:23][CH:18]3[CH2:19][CH:20]([CH2:22][CH:16]([CH2:17]3)[CH:15]1C=O)[CH2:21]2.B(OC)(OC)[O:27][CH3:28].Cl. The catalyst is [Zn].C(OCC)(=O)C.O1CCCC1. The product is [C:14]12([CH:28]([OH:27])[C:2]([F:9])([F:8])[C:3]([O:5][CH2:6][CH3:7])=[O:4])[CH2:15][CH:16]3[CH2:17][CH:18]([CH2:19][CH:20]([CH2:22]3)[CH2:21]1)[CH2:23]2. The yield is 0.540. (5) The reactants are [F:1][C:2]1[C:10]([O:11][CH3:12])=[CH:9][CH:8]=[CH:7][C:3]=1[CH2:4][C:5]#N.[CH3:13]I.[H-].[Na+].C[N:18]([CH3:21])C=O. No catalyst specified. The product is [F:1][C:2]1[C:10]([O:11][CH3:12])=[CH:9][CH:8]=[CH:7][C:3]=1[C:4]([CH3:13])([CH3:5])[C:21]#[N:18]. The yield is 0.995. (6) The reactants are CO[C:3]([C:5]1[S:9][N:8]=[C:7]([O:10][CH2:11][C:12]2[C:13]([C:18]3[CH:23]=[CH:22][CH:21]=[CH:20][CH:19]=3)=[N:14][O:15][C:16]=2[CH3:17])[CH:6]=1)=[O:4].COC(C1ON=C(OC[C:35]2[C:36]([C:41]3C=CC=CN=3)=[N:37]OC=2C)C=1)=O.C(N)(C)C. No catalyst specified. The product is [CH:36]([NH:37][C:3]([C:5]1[S:9][N:8]=[C:7]([O:10][CH2:11][C:12]2[C:13]([C:18]3[CH:19]=[CH:20][CH:21]=[CH:22][CH:23]=3)=[N:14][O:15][C:16]=2[CH3:17])[CH:6]=1)=[O:4])([CH3:41])[CH3:35]. The yield is 0.680. (7) The reactants are [F:1][C:2]1[C:3]([NH:21][C:22]2[CH:27]=[CH:26][C:25]([I:28])=[CH:24][C:23]=2[F:29])=[C:4]([C:9]([N:11]2[CH2:14][C:13]([C:16]([CH3:20])([CH3:19])[CH2:17][OH:18])([OH:15])[CH2:12]2)=[O:10])[CH:5]=[CH:6][C:7]=1[F:8].CC(OI1(OC(C)=O)(OC(C)=O)OC(=O)C2C=CC=CC1=2)=O.S([O-])([O-])(=O)=S.[Na+].[Na+].C(=O)(O)[O-].[Na+]. The catalyst is ClCCl. The product is [F:1][C:2]1[C:3]([NH:21][C:22]2[CH:27]=[CH:26][C:25]([I:28])=[CH:24][C:23]=2[F:29])=[C:4]([C:9]([N:11]2[CH2:12][C:13]([C:16]([CH3:20])([CH3:19])[CH:17]=[O:18])([OH:15])[CH2:14]2)=[O:10])[CH:5]=[CH:6][C:7]=1[F:8]. The yield is 0.530. (8) The reactants are C(NC(C)C)(C)C.[Li]CCCC.[Br:13][C:14]1[CH:19]=[C:18]([Si:20]([CH2:25][CH3:26])([CH2:23][CH3:24])[CH2:21][CH3:22])[C:17]([F:27])=[CH:16][N:15]=1.[Li+].CC([N-]C(C)C)C.[CH3:36][C:37](N(C)C)=[O:38].Cl. The catalyst is C1COCC1.[Cl-].[Na+].O.COC(C)(C)C.O. The product is [Br:13][C:14]1[N:15]=[C:16]([C:37](=[O:38])[CH3:36])[C:17]([F:27])=[C:18]([Si:20]([CH2:25][CH3:26])([CH2:23][CH3:24])[CH2:21][CH3:22])[CH:19]=1. The yield is 0.910. (9) The reactants are [NH2:1][C:2]1[CH:3]=[CH:4][C:5]2[O:9][C:8](=[O:10])[NH:7][C:6]=2[CH:11]=1.[Cl:12][C:13]1[N:18]=[C:17](Cl)[C:16]([CH3:20])=[CH:15][N:14]=1.CO. The catalyst is O. The product is [Cl:12][C:13]1[N:18]=[C:17]([NH:1][C:2]2[CH:3]=[CH:4][C:5]3[O:9][C:8](=[O:10])[NH:7][C:6]=3[CH:11]=2)[C:16]([CH3:20])=[CH:15][N:14]=1. The yield is 0.710.